Dataset: Full USPTO retrosynthesis dataset with 1.9M reactions from patents (1976-2016). Task: Predict the reactants needed to synthesize the given product. (1) Given the product [CH3:8][C:7]1[O:6][N:5]=[C:4]([C:9]2[CH:14]=[CH:13][CH:12]=[CH:11][CH:10]=2)[C:3]=1[C:1]#[C:2][C:16]1[CH:21]=[CH:20][CH:19]=[C:18]([C:22]([F:25])([F:24])[F:23])[N:17]=1, predict the reactants needed to synthesize it. The reactants are: [C:1]([C:3]1[C:4]([C:9]2[CH:14]=[CH:13][CH:12]=[CH:11][CH:10]=2)=[N:5][O:6][C:7]=1[CH3:8])#[CH:2].Br[C:16]1[CH:21]=[CH:20][CH:19]=[C:18]([C:22]([F:25])([F:24])[F:23])[N:17]=1. (2) Given the product [C:1]([O:5][C:6]([N:8]([CH2:21][C@@H:22]1[C@@H:26]([C:27]2[CH:28]=[CH:29][CH:30]=[CH:31][CH:32]=2)[CH2:25][N:24]([C:33]([NH:35][C:36]2[CH:45]=[CH:44][C:39]([C:40]([OH:42])=[O:41])=[CH:38][C:37]=2[O:46][CH3:47])=[O:34])[CH2:23]1)[C@@H:9]([C:11]1[C:20]2[C:15](=[CH:16][CH:17]=[CH:18][CH:19]=2)[CH:14]=[CH:13][CH:12]=1)[CH3:10])=[O:7])([CH3:4])([CH3:2])[CH3:3], predict the reactants needed to synthesize it. The reactants are: [C:1]([O:5][C:6]([N:8]([CH2:21][C@@H:22]1[C@@H:26]([C:27]2[CH:32]=[CH:31][CH:30]=[CH:29][CH:28]=2)[CH2:25][N:24]([C:33]([NH:35][C:36]2[CH:45]=[CH:44][C:39]([C:40]([O:42]C)=[O:41])=[CH:38][C:37]=2[O:46][CH3:47])=[O:34])[CH2:23]1)[C@@H:9]([C:11]1[C:20]2[C:15](=[CH:16][CH:17]=[CH:18][CH:19]=2)[CH:14]=[CH:13][CH:12]=1)[CH3:10])=[O:7])([CH3:4])([CH3:3])[CH3:2].[OH-].[Na+]. (3) The reactants are: [C:1]1(=[O:7])[O:6][C:4](=[O:5])[CH2:3][CH2:2]1.[N:8]1([C:13]([CH2:15][N:16]2[CH2:21][CH2:20][NH:19][CH2:18][CH2:17]2)=[O:14])[CH2:12][CH2:11][CH2:10][CH2:9]1. Given the product [O:5]=[C:4]([N:19]1[CH2:18][CH2:17][N:16]([CH2:15][C:13](=[O:14])[N:8]2[CH2:9][CH2:10][CH2:11][CH2:12]2)[CH2:21][CH2:20]1)[CH2:3][CH2:2][C:1]([OH:6])=[O:7], predict the reactants needed to synthesize it. (4) The reactants are: [Cl:1][C:2]1[CH:7]=[CH:6][C:5]([NH2:8])=[CH:4][C:3]=1[C:9]1[O:10][C:11]2[CH:17]=[CH:16][C:15]([Cl:18])=[CH:14][C:12]=2[N:13]=1.N1C=CC=CC=1.Cl[C:26]([O:28][CH3:29])=[O:27]. Given the product [CH3:29][O:28][C:26](=[O:27])[NH:8][C:5]1[CH:6]=[CH:7][C:2]([Cl:1])=[C:3]([C:9]2[O:10][C:11]3[CH:17]=[CH:16][C:15]([Cl:18])=[CH:14][C:12]=3[N:13]=2)[CH:4]=1, predict the reactants needed to synthesize it. (5) Given the product [Cl:1][C:2]1[C:7]2[C:8](=[O:9])[N:10]([C:14]3[CH:15]=[C:16]4[C:20](=[C:21]([NH:23][C:24]([CH:26]5[CH2:28][CH2:27]5)=[O:25])[CH:22]=3)[N:19]([C:29]3[CH:34]=[CH:33][CH:32]=[CH:31][C:30]=3[O:35][CH3:36])[CH:18]=[CH:17]4)[CH2:11][CH2:12][O:13][C:6]=2[N:5]=[CH:4][N:3]=1, predict the reactants needed to synthesize it. The reactants are: [Cl:1][C:2]1[C:7]([C:8]([N:10]([C:14]2[CH:15]=[C:16]3[C:20](=[C:21]([NH:23][C:24]([CH:26]4[CH2:28][CH2:27]4)=[O:25])[CH:22]=2)[N:19]([C:29]2[CH:34]=[CH:33][CH:32]=[CH:31][C:30]=2[O:35][CH3:36])[CH:18]=[CH:17]3)[CH2:11][CH2:12][OH:13])=[O:9])=[C:6](Cl)[N:5]=[CH:4][N:3]=1.C(N(CC)CC)C. (6) Given the product [NH2:17][C:15]1[C:16]2[C:8]([Br:7])=[CH:9][N:10]([CH2:23][CH2:24][NH:25][C:26](=[O:27])[O:28][C:29]([CH3:32])([CH3:31])[CH3:30])[C:11]=2[N:12]=[CH:13][N:14]=1, predict the reactants needed to synthesize it. The reactants are: C([O-])([O-])=O.[Cs+].[Cs+].[Br:7][C:8]1[C:16]2[C:15]([NH2:17])=[N:14][CH:13]=[N:12][C:11]=2[NH:10][CH:9]=1.CS(O[CH2:23][CH2:24][NH:25][C:26]([O:28][C:29]([CH3:32])([CH3:31])[CH3:30])=[O:27])(=O)=O.